Dataset: Forward reaction prediction with 1.9M reactions from USPTO patents (1976-2016). Task: Predict the product of the given reaction. (1) Given the reactants [CH3:1][N:2]([CH3:17])[CH2:3][CH2:4][O:5][C:6]1[CH:11]=[CH:10][C:9]([CH2:12][CH2:13][CH2:14][CH2:15]N)=[CH:8][CH:7]=1.[C:18]([O:22][C:23]([NH:25][C:26](=[N:29][C:30]([C:32]1[C:37]([NH2:38])=[N:36][C:35]([NH2:39])=[C:34]([Cl:40])[N:33]=1)=[O:31])SC)=[O:24])([CH3:21])([CH3:20])[CH3:19].C1COCC1.C([N:48](CC)CC)C, predict the reaction product. The product is: [C:18]([O:22][C:23]([NH:25][C:26]([N:29]([C:30]([C:32]1[C:37]([NH2:38])=[N:36][C:35]([NH2:39])=[C:34]([Cl:40])[N:33]=1)=[O:31])[CH2:15][CH2:14][CH2:13][CH2:12][C:9]1[CH:8]=[CH:7][C:6]([O:5][CH2:4][CH2:3][N:2]([CH3:17])[CH3:1])=[CH:11][CH:10]=1)=[NH:48])=[O:24])([CH3:21])([CH3:20])[CH3:19]. (2) Given the reactants [OH:1][CH2:2][CH2:3][N:4]1[CH:8]=[C:7]([CH:9]=[CH2:10])[N:6]=[C:5]1[CH:11]1[CH2:16][CH2:15][N:14]([C:17]([O:19][C:20]([CH3:23])([CH3:22])[CH3:21])=[O:18])[CH2:13][CH2:12]1.[H][H], predict the reaction product. The product is: [CH2:9]([C:7]1[N:6]=[C:5]([CH:11]2[CH2:16][CH2:15][N:14]([C:17]([O:19][C:20]([CH3:21])([CH3:23])[CH3:22])=[O:18])[CH2:13][CH2:12]2)[N:4]([CH2:3][CH2:2][OH:1])[CH:8]=1)[CH3:10].